This data is from Experimentally validated miRNA-target interactions with 360,000+ pairs, plus equal number of negative samples. The task is: Binary Classification. Given a miRNA mature sequence and a target amino acid sequence, predict their likelihood of interaction. (1) The miRNA is hsa-miR-548s with sequence AUGGCCAAAACUGCAGUUAUUUU. The protein sequence of the target gene is MSVPGPSSPDGALTRPPYCLEAGEPTPGLSDTSPDEGLIEDLTIEDKAVEQLAEGLLSHYLPDLQRSKQALQELTQNQVVLLDTLEQEISKFKECHSMLDINALFAEAKHYHAKLVNIRKEMLMLHEKTSKLKKRALKLQQKRQKEELEREQQREKEFEREKQLTARPAKRM. Result: 1 (interaction). (2) The miRNA is hsa-miR-454-5p with sequence ACCCUAUCAAUAUUGUCUCUGC. The protein sequence of the target gene is MDPVANSCVRNPQPPAPVWGCLRNPHSEDSSASGLSHYPPTPFSFHQKSDFPATAAYPDFSASCLAATPHSLPRTERIFNEQHPAFPQTPDWHFPISEAGQRLNLGPAGSAREMGAGSPGLVDGTAGLGEDCMVLGTIANETEKKSSRRKKERSDNQENGGGKPEGSSKARKERTAFTKEQLRELEAEFAHHNYLTRLRRYEIAVNLDLSERQVKVWFQNRRMKWKRVKGGQPVSPQEQDREDGDSAASPSSE. Result: 0 (no interaction). (3) The miRNA is hsa-miR-548ah-3p with sequence CAAAAACUGCAGUUACUUUUGC. The protein sequence of the target gene is MAAAGGARLLRAASAVLGGPAGRWLHHAGSRAGSSGLLRNRGPGGSAEASRSLSVSARARSSSEDKITVHFINRDGETLTTKGKVGDSLLDVVVENNLDIDGFGACEGTLACSTCHLIFEDHIYEKLDAITDEENDMLDLAYGLTDRSRLGCQICLTKSMDNMTVRVPETVADARQSIDVGKTS. Result: 1 (interaction). (4) The miRNA is hsa-miR-146a-3p with sequence CCUCUGAAAUUCAGUUCUUCAG. The protein sequence of the target gene is MFWKLSLTLLLVAVLVKVAETRKNRPAGAIPSPYKDGSSNNSERWHHQIKEVLASSQEALVVTERKYLKSDWCKTQPLRQTVSEEGCRSRTILNRFCYGQCNSFYIPRHVKKEEDSFQSCAFCKPQRVTSVIVELECPGLDPPFRIKKIQKVKHCRCMSVNLSDSDKQ. Result: 0 (no interaction). (5) The miRNA is hsa-miR-548ap-3p with sequence AAAAACCACAAUUACUUUU. The protein sequence of the target gene is MDVRFYPPPAQPAAAPAAPCLGPSPCLDPYYCNKFDGENMYMSMTEPSQDYVPASQSYPGPSLESEDFNIPPITPPSLPDHSLVHLNEVESGYHSLCHPMNHNGLLPFHPQTMDLPEITVSNMLGQDGALLSNSISVMQEIGNAEGAQYSSHPQMAAMRPRGQPTDIRQQASMMQPGQLTTINQSQLSAQLGLNMGGTNVAHNSPSPPGSKSATPSPSSSVHEDECEDASKINGGEKRPASDMGKKPKTPKKKKKKDPNEPQKPVSAYALFFRDTQAAIKGQNPNATFGEVSKIVASMWD.... Result: 0 (no interaction). (6) The miRNA is hsa-miR-1246 with sequence AAUGGAUUUUUGGAGCAGG. The protein sequence of the target gene is MKRDRLGRFLSPGSSRQCGASDGGGGVSRTRGRPSLSGGPRVDGATARRAWGPVGSCGDAGEDGADEAGAGRALAMGHCRLCHGKFSSRSLRSISERAPGASMERPSAEERVLVRDFQRLLGVAVRQDPTLSPFVCKSCHAQFYQCHSLLKSFLQRVNASPAGRRKPCAKVGAQPPTGAEEGACLVDLITSSPQCLHGLVGWVHGHAASCGALPHLQRTLSSEYCGVIQVVWGCDQGHDYTMDTSSSCKAFLLDSALAVKWPWDKETAPRLPQHRGWNPGDAPQTSQGRGTGTPVGAETK.... Result: 0 (no interaction).